This data is from Full USPTO retrosynthesis dataset with 1.9M reactions from patents (1976-2016). The task is: Predict the reactants needed to synthesize the given product. (1) The reactants are: [OH-].[Li+].[Cl:3][C:4]1[CH:5]=[N:6][C:7]([NH:14][CH:15]2[CH2:18][C:17]([F:20])([F:19])[CH2:16]2)=[C:8]([CH:13]=1)[C:9]([O:11]C)=[O:10]. Given the product [Cl:3][C:4]1[CH:5]=[N:6][C:7]([NH:14][CH:15]2[CH2:16][C:17]([F:20])([F:19])[CH2:18]2)=[C:8]([CH:13]=1)[C:9]([OH:11])=[O:10], predict the reactants needed to synthesize it. (2) Given the product [Cl:9][C:10]1[C:11]([N:18]2[CH2:23][CH2:22][CH:21]([O:24][C:25]3[CH:30]=[CH:29][C:28]([N:31]4[CH:35]([CH2:8][C:6]([OH:5])=[O:7])[CH:34]([CH2:39][CH3:40])[C:33]([C:41]([F:44])([F:42])[F:43])=[N:32]4)=[CH:27][CH:26]=3)[CH:20]([CH3:45])[CH2:19]2)=[CH:12][C:13]([O:16][CH3:17])=[N:14][CH:15]=1, predict the reactants needed to synthesize it. The reactants are: Cl.CO.C[O:5][C:6]([CH3:8])=[O:7].[Cl:9][C:10]1[C:11]([N:18]2[CH2:23][CH2:22][CH:21]([O:24][C:25]3[CH:30]=[CH:29][C:28]([N:31]4[CH:35](CC#N)[CH:34]([CH2:39][CH3:40])[C:33]([C:41]([F:44])([F:43])[F:42])=[N:32]4)=[CH:27][CH:26]=3)[CH:20]([CH3:45])[CH2:19]2)=[CH:12][C:13]([O:16][CH3:17])=[N:14][CH:15]=1.[Li+].[OH-].I. (3) Given the product [C:3]([NH:10][S:7]([Cl:6])(=[O:9])=[O:8])(=[O:5])[CH2:2][CH3:1], predict the reactants needed to synthesize it. The reactants are: [CH3:1][CH2:2][C:3]([OH:5])=O.[Cl:6][S:7]([N:10]=C=O)(=[O:9])=[O:8]. (4) Given the product [F:32][C:33]1[CH:38]=[CH:37][C:36]([C:12]2[N:17]=[C:16]3[N:18]([CH2:21][C:22]4[CH:23]=[C:24]5[C:29](=[CH:30][CH:31]=4)[N:28]=[CH:27][CH:26]=[CH:25]5)[N:19]=[N:20][C:15]3=[CH:14][CH:13]=2)=[CH:35][CH:34]=1, predict the reactants needed to synthesize it. The reactants are: FC1C=C([C:12]2[N:17]=[C:16]3[N:18]([CH2:21][C:22]4[CH:23]=[C:24]5[C:29](=[CH:30][CH:31]=4)[N:28]=[CH:27][CH:26]=[CH:25]5)[N:19]=[N:20][C:15]3=[CH:14][CH:13]=2)C=CC=1C(NC)=O.[F:32][C:33]1[CH:38]=[CH:37][C:36](B(O)O)=[CH:35][CH:34]=1.C(=O)([O-])[O-].[K+].[K+].O1CCOCC1. (5) Given the product [CH2:1]([O:8][C:9]1[CH:10]=[CH:11][C:12]([C:15]2[C:19]([C:20]3[CH:21]=[CH:22][N:23]=[CH:24][CH:25]=3)=[CH:18][N:17]([CH3:26])[N:16]=2)=[C:13]([F:50])[CH:14]=1)[C:2]1[CH:3]=[CH:4][CH:5]=[CH:6][CH:7]=1, predict the reactants needed to synthesize it. The reactants are: [CH2:1]([O:8][C:9]1[CH:14]=[CH:13][C:12]([C:15]2[C:19]([C:20]3[CH:25]=[CH:24][N:23]=[CH:22][CH:21]=3)=[CH:18][N:17]([CH3:26])[N:16]=2)=[CH:11][CH:10]=1)[C:2]1[CH:7]=[CH:6][CH:5]=[CH:4][CH:3]=1.C(OC1C=CC(C(=O)CC2C=CN=CC=2)=C([F:50])C=1)C1C=CC=CC=1. (6) Given the product [CH3:18][O:19][C:20]1[CH:21]=[CH:22][C:23]([C:2]2[CH:14]=[CH:13][C:12]3[C:11]4[C:6](=[CH:7][C:8]([C:2]5[CH:14]=[CH:13][C:12]([O:38][CH3:35])=[CH:4][C:3]=5[C:41]5[CH:42]=[CH:7][CH:6]=[CH:5][CH:16]=5)=[CH:9][CH:10]=4)[C:5]([CH3:17])([CH3:16])[C:4]=3[CH:3]=2)=[C:24]([C:26]2[CH:31]=[CH:30][CH:29]=[CH:28][CH:27]=2)[CH:25]=1, predict the reactants needed to synthesize it. The reactants are: Br[C:2]1[CH:14]=[CH:13][C:12]2[C:11]3[C:6](=[CH:7][C:8](Br)=[CH:9][CH:10]=3)[C:5]([CH3:17])([CH3:16])[C:4]=2[CH:3]=1.[CH3:18][O:19][C:20]1[CH:21]=[CH:22][C:23](B(O)O)=[C:24]([C:26]2[CH:31]=[CH:30][CH:29]=[CH:28][CH:27]=2)[CH:25]=1.[C:35]([O-:38])([O-])=O.[Na+].[Na+].[CH3:41][CH2:42]O.